From a dataset of HIV replication inhibition screening data with 41,000+ compounds from the AIDS Antiviral Screen. Binary Classification. Given a drug SMILES string, predict its activity (active/inactive) in a high-throughput screening assay against a specified biological target. (1) The drug is Nc1nc(Cl)cc(Nc2cc(Cl)cc(Cl)c2)n1. The result is 0 (inactive). (2) The drug is CCOP(=O)(OCC)C1C(CO)OC(n2ccc(=O)[nH]c2=O)C1O. The result is 0 (inactive). (3) The drug is CCC1COC2=NC(=O)C(=CNCCCN(C)C)C(=N)N21. The result is 0 (inactive). (4) The molecule is CC(=O)Nc1cc(S(=O)(=O)O)cc2cc(S(=O)(=O)O)c(N=Nc3ccc(C(=O)Nc4ccc(S(=O)(=O)O)cc4)cc3)c(O)c12. The result is 0 (inactive). (5) The drug is CC(=O)OCC1OC(SC2=NC(=O)C(=Cc3ccccc3)S2)C(OC(C)=O)C(OC(C)=O)C1OC(C)=O. The result is 0 (inactive). (6) The compound is CC(C)(C)C(=O)OCOP(=O)(OCOC(=O)C(C)(C)C)OCC1CCC(n2ccc(=O)[nH]c2=O)O1. The result is 1 (active). (7) The drug is CNC(=O)N1CN(c2ccccc2)C2(CCN(Cc3ccccc3)CC2)C1=O. The result is 0 (inactive).